This data is from Catalyst prediction with 721,799 reactions and 888 catalyst types from USPTO. The task is: Predict which catalyst facilitates the given reaction. Reactant: [CH3:1][O:2][C:3]1[CH:12]=[CH:11][C:10]2[C:5](=[CH:6][CH:7]=[CH:8][CH:9]=2)[CH:4]=1.C([Li])CCC.[Br:18]CCBr.[OH-].[Na+]. Product: [Br:18][C:12]1[C:3]([O:2][CH3:1])=[CH:4][C:5]2[C:10](=[CH:9][CH:8]=[CH:7][CH:6]=2)[CH:11]=1. The catalyst class is: 1.